Dataset: Peptide-MHC class II binding affinity with 134,281 pairs from IEDB. Task: Regression. Given a peptide amino acid sequence and an MHC pseudo amino acid sequence, predict their binding affinity value. This is MHC class II binding data. (1) The peptide sequence is VTDLFAAQPGLTSAV. The MHC is DRB1_0802 with pseudo-sequence DRB1_0802. The binding affinity (normalized) is 0.169. (2) The peptide sequence is DTFRKLFRVYSDFLR. The MHC is DRB1_1501 with pseudo-sequence DRB1_1501. The binding affinity (normalized) is 0.703.